This data is from NCI-60 drug combinations with 297,098 pairs across 59 cell lines. The task is: Regression. Given two drug SMILES strings and cell line genomic features, predict the synergy score measuring deviation from expected non-interaction effect. (1) Drug 1: C#CCC(CC1=CN=C2C(=N1)C(=NC(=N2)N)N)C3=CC=C(C=C3)C(=O)NC(CCC(=O)O)C(=O)O. Drug 2: CC(C)CN1C=NC2=C1C3=CC=CC=C3N=C2N. Cell line: TK-10. Synergy scores: CSS=0.667, Synergy_ZIP=-1.57, Synergy_Bliss=-3.61, Synergy_Loewe=-5.05, Synergy_HSA=-3.03. (2) Drug 1: CCC1=CC2CC(C3=C(CN(C2)C1)C4=CC=CC=C4N3)(C5=C(C=C6C(=C5)C78CCN9C7C(C=CC9)(C(C(C8N6C)(C(=O)OC)O)OC(=O)C)CC)OC)C(=O)OC.C(C(C(=O)O)O)(C(=O)O)O. Drug 2: C(CN)CNCCSP(=O)(O)O. Cell line: OVCAR-4. Synergy scores: CSS=34.0, Synergy_ZIP=-6.11, Synergy_Bliss=-3.11, Synergy_Loewe=-35.0, Synergy_HSA=-3.18.